This data is from Catalyst prediction with 721,799 reactions and 888 catalyst types from USPTO. The task is: Predict which catalyst facilitates the given reaction. (1) Reactant: [OH:1][C:2]1[CH:7]=[CH:6][C:5]([OH:8])=[CH:4][C:3]=1[C:9](=[O:11])[CH3:10].O.C1(C)C=CC(S(O)(=O)=O)=CC=1.[O:24]1[CH:29]=[CH:28][CH2:27][CH2:26][CH2:25]1.N. Product: [OH:1][C:2]1[CH:7]=[CH:6][C:5]([O:8][CH:25]2[CH2:26][CH2:27][CH2:28][CH2:29][O:24]2)=[CH:4][C:3]=1[C:9](=[O:11])[CH3:10]. The catalyst class is: 38. (2) Reactant: C1(C)C=CC(S(Cl)(=O)=O)=CC=1.[Cl:12][C:13](=CCl)C#N.[CH3:18][C:19]1[CH:24]=[CH:23][N:22]=[CH:21][C:20]=1[C:25]([N:27]1[CH2:32][CH2:31][CH2:30][CH2:29][CH:28]1[C:33]([O-])=O)=O.[Na+].[CH2:37]([N:39](CC)CC)C. Product: [Cl:12][C:13]1[C:33]([C:37]#[N:39])=[C:28]2[N:27]([C:25]=1[C:20]1[CH:21]=[N:22][CH:23]=[CH:24][C:19]=1[CH3:18])[CH2:32][CH2:31][CH2:30][CH2:29]2. The catalyst class is: 26. (3) Reactant: [CH3:1][C:2]1[NH:3][C:4]2[C:9]([C:10]=1[CH2:11][C:12]([OH:14])=O)=[CH:8][CH:7]=[CH:6][CH:5]=2.C1N=CN(C(N2C=NC=C2)=O)C=1.[NH2:27][C:28]1[S:29][C:30]([N+:33]([O-:35])=[O:34])=[CH:31][N:32]=1. Product: [CH3:1][C:2]1[NH:3][C:4]2[C:9]([C:10]=1[CH2:11][C:12]([NH:27][C:28]1[S:29][C:30]([N+:33]([O-:35])=[O:34])=[CH:31][N:32]=1)=[O:14])=[CH:8][CH:7]=[CH:6][CH:5]=2. The catalyst class is: 1. (4) Reactant: [N:1]1([CH2:5][C:6]2[CH:7]=[C:8]3[C:13](=[CH:14][CH:15]=2)[CH2:12][N:11](C(=O)C(F)(F)F)[CH2:10][CH2:9]3)[CH2:4][CH2:3][CH2:2]1.C([O-])([O-])=O.[K+].[K+].[ClH:28].C(OCC)C. Product: [ClH:28].[ClH:28].[N:1]1([CH2:5][C:6]2[CH:7]=[C:8]3[C:13](=[CH:14][CH:15]=2)[CH2:12][NH:11][CH2:10][CH2:9]3)[CH2:4][CH2:3][CH2:2]1. The catalyst class is: 5. (5) Reactant: [Cl:1][C:2]1[CH:3]=[C:4]([C:12]2[O:16][N:15]=[C:14]([C:17]3[CH:25]=[CH:24][CH:23]=[C:22]4[C:18]=3[CH2:19][N:20]([CH2:26][CH2:27][C:28]([O:30]CC)=[O:29])[CH2:21]4)[N:13]=2)[CH:5]=[CH:6][C:7]=1[O:8][CH:9]([CH3:11])[CH3:10]. The catalyst class is: 494. Product: [Cl:1][C:2]1[CH:3]=[C:4]([C:12]2[O:16][N:15]=[C:14]([C:17]3[CH:25]=[CH:24][CH:23]=[C:22]4[C:18]=3[CH2:19][N:20]([CH2:26][CH2:27][C:28]([OH:30])=[O:29])[CH2:21]4)[N:13]=2)[CH:5]=[CH:6][C:7]=1[O:8][CH:9]([CH3:11])[CH3:10]. (6) The catalyst class is: 7. Product: [CH2:1]([C:8]1[CH:13]=[CH:12][CH:11]=[C:10]([N:14]2[CH2:15][C@@H:16]([O:20][CH3:23])[C@H:17]([OH:19])[CH2:18]2)[N:9]=1)[C:2]1[CH:7]=[CH:6][CH:5]=[CH:4][CH:3]=1. Reactant: [CH2:1]([C:8]1[CH:13]=[CH:12][CH:11]=[C:10]([N:14]2[CH2:18][C@@H:17]([OH:19])[C@H:16]([OH:20])[CH2:15]2)[N:9]=1)[C:2]1[CH:7]=[CH:6][CH:5]=[CH:4][CH:3]=1.[H-].[Na+].[CH3:23]I. (7) Reactant: [NH2:1][C:2]1([C:7]([OH:9])=[O:8])[CH2:6][CH2:5][O:4][CH2:3]1.CC1C=CC(S(O)(=O)=O)=CC=1.O.O.[C:23]1([CH2:29][CH2:30]O)[CH:28]=[CH:27][CH:26]=[CH:25][CH:24]=1. Product: [CH2:30]([O:8][C:7]([C:2]1([NH2:1])[CH2:6][CH2:5][O:4][CH2:3]1)=[O:9])[CH2:29][C:23]1[CH:28]=[CH:27][CH:26]=[CH:25][CH:24]=1. The catalyst class is: 11.